Dataset: Merck oncology drug combination screen with 23,052 pairs across 39 cell lines. Task: Regression. Given two drug SMILES strings and cell line genomic features, predict the synergy score measuring deviation from expected non-interaction effect. (1) Drug 1: CN1C(=O)C=CC2(C)C3CCC4(C)C(NC(=O)OCC(F)(F)F)CCC4C3CCC12. Drug 2: CN(C)C(=N)N=C(N)N. Cell line: HCT116. Synergy scores: synergy=-6.39. (2) Drug 1: CN1C(=O)C=CC2(C)C3CCC4(C)C(NC(=O)OCC(F)(F)F)CCC4C3CCC12. Drug 2: C#Cc1cccc(Nc2ncnc3cc(OCCOC)c(OCCOC)cc23)c1. Cell line: NCIH1650. Synergy scores: synergy=-3.90. (3) Drug 1: NC(=O)c1cccc2cn(-c3ccc(C4CCCNC4)cc3)nc12. Drug 2: C#Cc1cccc(Nc2ncnc3cc(OCCOC)c(OCCOC)cc23)c1. Cell line: SKOV3. Synergy scores: synergy=7.51.